Dataset: Full USPTO retrosynthesis dataset with 1.9M reactions from patents (1976-2016). Task: Predict the reactants needed to synthesize the given product. (1) Given the product [Cl:1][C:2]1[CH:3]=[CH:4][C:5]([CH2:6][C:7]2[CH:8]=[N:9][O:10][C:11]=2[C@H:12]2[CH2:16][CH2:15][CH2:14][N:13]2[C:17]([NH:35][C:38]2[CH:43]=[CH:42][C:41]([C:44]([F:45])([F:46])[F:47])=[CH:40][CH:39]=2)=[O:19])=[CH:24][CH:25]=1, predict the reactants needed to synthesize it. The reactants are: [Cl:1][C:2]1[CH:25]=[CH:24][C:5]([CH2:6][C:7]2[CH:8]=[N:9][O:10][C:11]=2[C@H:12]2[CH2:16][CH2:15][CH2:14][N:13]2[C:17]([O:19]C(C)(C)C)=O)=[CH:4][CH:3]=1.CCN(C(C)C)C(C)C.[N:35]([C:38]1[CH:43]=[CH:42][C:41]([C:44]([F:47])([F:46])[F:45])=[CH:40][CH:39]=1)=C=O. (2) Given the product [C:1]([C:5]1[CH:6]=[C:7]2[N:12]([CH:13]=1)[N:11]=[CH:10][N:9]=[C:8]2[Cl:17])([CH3:4])([CH3:3])[CH3:2], predict the reactants needed to synthesize it. The reactants are: [C:1]([C:5]1[CH:6]=[C:7]2[N:12]([CH:13]=1)[N:11]=[CH:10][N:9]=[C:8]2O)([CH3:4])([CH3:3])[CH3:2].O=P(Cl)(Cl)[Cl:17]. (3) The reactants are: [CH3:1][C:2]1[CH:7]=[C:6]([C:8]#[C:9][C:10]2[N:11]=[C:12]([CH3:15])[NH:13][CH:14]=2)[CH:5]=[CH:4][N:3]=1.C(=O)([O-])[O-].[K+].[K+].Cl[C:23]1[N:28]=[CH:27][CH:26]=[CH:25][N:24]=1.O. Given the product [CH3:15][C:12]1[N:13]([C:23]2[N:28]=[CH:27][CH:26]=[CH:25][N:24]=2)[CH:14]=[C:10]([C:9]#[C:8][C:6]2[CH:5]=[CH:4][N:3]=[C:2]([CH3:1])[CH:7]=2)[N:11]=1, predict the reactants needed to synthesize it. (4) Given the product [CH3:17][O:18][C:19](=[O:30])[CH:20]([NH:21][C:9]1[CH:10]=[CH:11][CH:12]=[CH:13][C:8]=1[C:6](=[O:7])[C:5]1[CH:15]=[CH:16][C:2]([CH3:1])=[CH:3][CH:4]=1)[CH2:22][C:23]1[CH:28]=[CH:27][C:26]([OH:29])=[CH:25][CH:24]=1, predict the reactants needed to synthesize it. The reactants are: [CH3:1][C:2]1[CH:16]=[CH:15][C:5]([C:6]([CH:8]2[CH2:13][CH2:12][CH2:11][CH2:10][C:9]2=O)=[O:7])=[CH:4][CH:3]=1.[CH3:17][O:18][C:19](=[O:30])[C@H:20]([CH2:22][C:23]1[CH:28]=[CH:27][C:26]([OH:29])=[CH:25][CH:24]=1)[NH2:21].O.CO. (5) Given the product [CH3:28][O:27][C:23](=[O:26])[CH2:24][CH2:25][N:7]1[C:6]2[CH:15]=[C:2]([Cl:1])[CH:3]=[C:4]([Cl:16])[C:5]=2[O:10][CH:9]([CH:11]([CH3:12])[CH3:13])[C:8]1=[O:14], predict the reactants needed to synthesize it. The reactants are: [Cl:1][C:2]1[CH:3]=[C:4]([Cl:16])[C:5]2[O:10][CH:9]([CH:11]([CH3:13])[CH3:12])[C:8](=[O:14])[NH:7][C:6]=2[CH:15]=1.C(=O)([O-])[O-].[K+].[K+].[C:23]([O:27][CH3:28])(=[O:26])[CH:24]=[CH2:25].C(O)(=O)CC(CC(O)=O)(C(O)=O)O. (6) The reactants are: [BH4-].[Li+].[C:3]([O:7][C:8]([N:10]1[CH2:13][CH:12]([O:14][C:15]2[CH:20]=[CH:19][C:18]([NH:21][C:22]([C:24]3[S:28][C:27]([C:29]4[CH:34]=[CH:33][C:32]([Cl:35])=[CH:31][CH:30]=4)=[N:26][C:25]=3[CH2:36][C:37](OC)=[O:38])=[O:23])=[CH:17][C:16]=2[O:41][CH3:42])[CH2:11]1)=[O:9])([CH3:6])([CH3:5])[CH3:4].CC(C)=O.C(OCC)(=O)C. Given the product [C:3]([O:7][C:8]([N:10]1[CH2:13][CH:12]([O:14][C:15]2[CH:20]=[CH:19][C:18]([NH:21][C:22]([C:24]3[S:28][C:27]([C:29]4[CH:30]=[CH:31][C:32]([Cl:35])=[CH:33][CH:34]=4)=[N:26][C:25]=3[CH2:36][CH2:37][OH:38])=[O:23])=[CH:17][C:16]=2[O:41][CH3:42])[CH2:11]1)=[O:9])([CH3:6])([CH3:5])[CH3:4], predict the reactants needed to synthesize it.